Dataset: Forward reaction prediction with 1.9M reactions from USPTO patents (1976-2016). Task: Predict the product of the given reaction. (1) Given the reactants [H-].[Na+].[C:3]([O:7][C:8]([N:10]1[CH2:15][CH2:14][NH:13][C:12](=[O:16])[CH2:11]1)=[O:9])([CH3:6])([CH3:5])[CH3:4].CS(O[CH2:22][C:23]1[CH:28]=[C:27]([O:29][CH2:30][CH:31]=[CH2:32])[CH:26]=[CH:25][C:24]=1[Br:33])(=O)=O, predict the reaction product. The product is: [CH2:30]([O:29][C:27]1[CH:26]=[CH:25][C:24]([Br:33])=[C:23]([CH:28]=1)[CH2:22][N:13]1[CH2:14][CH2:15][N:10]([C:8]([O:7][C:3]([CH3:6])([CH3:4])[CH3:5])=[O:9])[CH2:11][C:12]1=[O:16])[CH:31]=[CH2:32]. (2) Given the reactants Cl[C:2]1[N:7]2[N:8]=[CH:9][N:10]=[C:6]2[C:5]([NH:11][C:12]2[CH:17]=[CH:16][C:15]([N:18]3[CH2:23][CH2:22][N:21]([CH2:24][CH2:25][CH3:26])[CH2:20][CH2:19]3)=[CH:14][CH:13]=2)=[CH:4][CH:3]=1.C(=O)([O-])[O-].[K+].[K+].[C:33]([C:36]1[CH:41]=[CH:40][C:39](B(O)O)=[CH:38][CH:37]=1)(=[O:35])[NH2:34].O1CCOCC1, predict the reaction product. The product is: [CH2:24]([N:21]1[CH2:22][CH2:23][N:18]([C:15]2[CH:16]=[CH:17][C:12]([NH:11][C:5]3[C:6]4[N:7]([N:8]=[CH:9][N:10]=4)[C:2]([C:39]4[CH:40]=[CH:41][C:36]([C:33]([NH2:34])=[O:35])=[CH:37][CH:38]=4)=[CH:3][CH:4]=3)=[CH:13][CH:14]=2)[CH2:19][CH2:20]1)[CH2:25][CH3:26]. (3) Given the reactants [Cl:1][C:2]1[CH:33]=[CH:32][C:5]([C:6]([NH:8][C:9]2[CH:14]=[CH:13][C:12]([CH2:15][N:16]3[C:20]4[N:21]=[C:22](Cl)[N:23]=[C:24]([N:25]5[CH2:30][CH2:29][O:28][CH2:27][CH2:26]5)[C:19]=4[N:18]=[N:17]3)=[CH:11][CH:10]=2)=[O:7])=[CH:4][CH:3]=1.[OH:34][C:35]1[CH:36]=[C:37](B(O)O)[CH:38]=[CH:39][CH:40]=1, predict the reaction product. The product is: [Cl:1][C:2]1[CH:33]=[CH:32][C:5]([C:6]([NH:8][C:9]2[CH:10]=[CH:11][C:12]([CH2:15][N:16]3[C:20]4[N:21]=[C:22]([C:39]5[CH:38]=[CH:37][CH:36]=[C:35]([OH:34])[CH:40]=5)[N:23]=[C:24]([N:25]5[CH2:26][CH2:27][O:28][CH2:29][CH2:30]5)[C:19]=4[N:18]=[N:17]3)=[CH:13][CH:14]=2)=[O:7])=[CH:4][CH:3]=1.